Dataset: Reaction yield outcomes from USPTO patents with 853,638 reactions. Task: Predict the reaction yield, written as a fraction of the theoretical maximum amount of product (1.0 means a 100% yield; for example, 0.34 means a 34% yield). (1) The reactants are Br[C:2]1[CH:14]=[CH:13][C:5]([CH2:6][N:7]2[CH2:12][CH2:11][CH2:10][CH2:9][CH2:8]2)=[C:4]([O:15][CH3:16])[CH:3]=1.[B:17]1([B:17]2[O:21][C:20]([CH3:23])([CH3:22])[C:19]([CH3:25])([CH3:24])[O:18]2)[O:21][C:20]([CH3:23])([CH3:22])[C:19]([CH3:25])([CH3:24])[O:18]1.C([O-])(=O)C.[K+]. The catalyst is O1CCOCC1.CS(C)=O.C(OCC)(=O)C. The product is [CH3:16][O:15][C:4]1[CH:3]=[C:2]([B:17]2[O:21][C:20]([CH3:23])([CH3:22])[C:19]([CH3:25])([CH3:24])[O:18]2)[CH:14]=[CH:13][C:5]=1[CH2:6][N:7]1[CH2:12][CH2:11][CH2:10][CH2:9][CH2:8]1. The yield is 1.00. (2) The reactants are [N:1]([CH2:4][C@@H:5]1[CH2:9][CH2:8][N:7]([C:10]([O:12][C:13]([CH3:16])([CH3:15])[CH3:14])=[O:11])[CH2:6]1)=[N+:2]=[N-:3].[Br:17][C:18]1[CH:23]=[CH:22][C:21]([C:24]#[CH:25])=[CH:20][CH:19]=1. The catalyst is ClCCCl.C[C-]1C(C)=C(C)C(C)=C1C.C1C=CC(P(C2C=CC=CC=2)C2C=CC=CC=2)=CC=1.C1C=CC(P(C2C=CC=CC=2)C2C=CC=CC=2)=CC=1.Cl[Ru+]. The product is [Br:17][C:18]1[CH:23]=[CH:22][C:21]([C:24]2[N:1]([CH2:4][C@@H:5]3[CH2:9][CH2:8][N:7]([C:10]([O:12][C:13]([CH3:16])([CH3:15])[CH3:14])=[O:11])[CH2:6]3)[N:2]=[N:3][CH:25]=2)=[CH:20][CH:19]=1. The yield is 0.390. (3) The reactants are [N:1]1([C:10]2[CH:15]=[CH:14][C:13]([NH:16][OH:17])=[CH:12][CH:11]=2)[C:9]2[CH:8]=[CH:7][N:6]=[CH:5][C:4]=2[N:3]=[CH:2]1.[Cl:18][C:19]1[CH:24]=[CH:23][C:22]([N:25]=[C:26]=[O:27])=[CH:21][C:20]=1[C:28]([F:31])([F:30])[F:29]. The catalyst is C(Cl)Cl. The product is [Cl:18][C:19]1[CH:24]=[CH:23][C:22]([NH:25][C:26]([N:16]([OH:17])[C:13]2[CH:12]=[CH:11][C:10]([N:1]3[C:9]4[CH:8]=[CH:7][N:6]=[CH:5][C:4]=4[N:3]=[CH:2]3)=[CH:15][CH:14]=2)=[O:27])=[CH:21][C:20]=1[C:28]([F:29])([F:30])[F:31]. The yield is 0.160. (4) The reactants are [CH:1]([C@@H:4]1[C:9](=[O:10])[NH:8][CH:7]=[CH:6][N:5]1[C:11]([O:13][CH2:14][C:15]1[CH:20]=[CH:19][CH:18]=[CH:17][CH:16]=1)=[O:12])([CH3:3])[CH3:2].[SiH](CC)(CC)CC.C(O)(C(F)(F)F)=O. The catalyst is ClCCCl. The product is [CH:1]([C@@H:4]1[C:9](=[O:10])[NH:8][CH2:7][CH2:6][N:5]1[C:11]([O:13][CH2:14][C:15]1[CH:16]=[CH:17][CH:18]=[CH:19][CH:20]=1)=[O:12])([CH3:3])[CH3:2]. The yield is 0.998. (5) The reactants are CCCP(=O)=O.Cl.[Cl:8][C:9]1[CH:14]=[CH:13][C:12]([CH:15]2[CH2:20][CH2:19][CH2:18][NH:17][CH2:16]2)=[C:11]([CH3:21])[CH:10]=1.[CH3:22][N:23]1[CH:27]=[C:26]([C:28](O)=[O:29])[CH:25]=[N:24]1. The catalyst is C(Cl)Cl. The product is [Cl:8][C:9]1[CH:14]=[CH:13][C:12]([CH:15]2[CH2:20][CH2:19][CH2:18][N:17]([C:28]([C:26]3[CH:25]=[N:24][N:23]([CH3:22])[CH:27]=3)=[O:29])[CH2:16]2)=[C:11]([CH3:21])[CH:10]=1. The yield is 0.790. (6) The reactants are [CH3:1][O:2][CH:3]([CH3:19])[CH:4]([N:6]1[C:10]2=[N:11][CH:12]=[CH:13][CH:14]=[C:9]2[C:8]([C:15]([OH:17])=O)=[C:7]1[CH3:18])[CH3:5].Cl.[NH2:21][CH2:22][C:23]1[C:24](=[O:32])[NH:25][C:26]([CH3:31])=[CH:27][C:28]=1[O:29][CH3:30].CN(C(ON1N=NC2C=CC=NC1=2)=[N+](C)C)C.F[P-](F)(F)(F)(F)F. The catalyst is CN(C=O)C.[Cl-].[Na+].O. The product is [CH3:30][O:29][C:28]1[CH:27]=[C:26]([CH3:31])[NH:25][C:24](=[O:32])[C:23]=1[CH2:22][NH:21][C:15]([C:8]1[C:9]2[C:10](=[N:11][CH:12]=[CH:13][CH:14]=2)[N:6]([CH:4]([CH:3]([O:2][CH3:1])[CH3:19])[CH3:5])[C:7]=1[CH3:18])=[O:17]. The yield is 0.950.